This data is from Full USPTO retrosynthesis dataset with 1.9M reactions from patents (1976-2016). The task is: Predict the reactants needed to synthesize the given product. Given the product [C:25]([NH:1][C:2]1[C:3]([F:24])=[C:4]([CH:9]([O:22][CH3:23])[C:10]([NH:12][CH2:13][C:14]2[CH:19]=[CH:18][C:17]([C:20]#[N:21])=[CH:16][CH:15]=2)=[O:11])[C:5]([F:8])=[CH:6][CH:7]=1)(=[O:27])[CH3:26], predict the reactants needed to synthesize it. The reactants are: [NH2:1][C:2]1[C:3]([F:24])=[C:4]([CH:9]([O:22][CH3:23])[C:10]([NH:12][CH2:13][C:14]2[CH:19]=[CH:18][C:17]([C:20]#[N:21])=[CH:16][CH:15]=2)=[O:11])[C:5]([F:8])=[CH:6][CH:7]=1.[C:25](Cl)(=[O:27])[CH3:26].